From a dataset of NCI-60 drug combinations with 297,098 pairs across 59 cell lines. Regression. Given two drug SMILES strings and cell line genomic features, predict the synergy score measuring deviation from expected non-interaction effect. (1) Drug 1: CC1=CC2C(CCC3(C2CCC3(C(=O)C)OC(=O)C)C)C4(C1=CC(=O)CC4)C. Drug 2: C1=CN(C=N1)CC(O)(P(=O)(O)O)P(=O)(O)O. Cell line: LOX IMVI. Synergy scores: CSS=2.73, Synergy_ZIP=-0.307, Synergy_Bliss=0.376, Synergy_Loewe=0.811, Synergy_HSA=1.31. (2) Drug 1: C1=CN(C(=O)N=C1N)C2C(C(C(O2)CO)O)O.Cl. Drug 2: C1CN(CCN1C(=O)CCBr)C(=O)CCBr. Cell line: KM12. Synergy scores: CSS=34.8, Synergy_ZIP=-2.14, Synergy_Bliss=0.809, Synergy_Loewe=-24.1, Synergy_HSA=3.48.